This data is from Reaction yield outcomes from USPTO patents with 853,638 reactions. The task is: Predict the reaction yield, written as a fraction of the theoretical maximum amount of product (1.0 means a 100% yield; for example, 0.34 means a 34% yield). (1) The reactants are [Br:1][C:2]1[CH:10]=[C:9]([F:11])[C:5]([C:6](O)=O)=[C:4]([F:12])[CH:3]=1.[NH:13]([C:15](=[S:17])[NH2:16])[NH2:14].O=P(Cl)(Cl)Cl. No catalyst specified. The product is [Br:1][C:2]1[CH:10]=[C:9]([F:11])[C:5]([C:6]2[S:17][C:15]([NH2:16])=[N:13][N:14]=2)=[C:4]([F:12])[CH:3]=1. The yield is 0.840. (2) The reactants are [F:1][C:2]([F:9])([F:8])[CH2:3][CH2:4][CH2:5][CH2:6][OH:7]. The catalyst is ClCCl. The product is [F:1][C:2]([F:9])([F:8])[CH2:3][CH2:4][CH2:5][CH:6]=[O:7]. The yield is 0.430. (3) The reactants are Br[CH2:2][C:3]1[CH:4]=[C:5]([CH:8]=[C:9]([CH3:12])[C:10]=1[Cl:11])[C:6]#[N:7].[C-:13]#[N:14].[K+]. The catalyst is C(O)C.O.C(OCC)(=O)C. The product is [Cl:11][C:10]1[C:9]([CH3:12])=[CH:8][C:5]([C:6]#[N:7])=[CH:4][C:3]=1[CH2:2][C:13]#[N:14]. The yield is 0.480.